From a dataset of Forward reaction prediction with 1.9M reactions from USPTO patents (1976-2016). Predict the product of the given reaction. (1) Given the reactants [CH3:1][O:2][C:3]1[CH:4]=[C:5]([NH:11][N:12]=[C:13]([C:16]#[N:17])[C:14]#[N:15])[CH:6]=[CH:7][C:8]=1OC.N[C:19]1C=C(OC)C(OC)=CC=1.C(#N)CC#N.[OH2:34].[NH2:35][NH2:36], predict the reaction product. The product is: [NH2:15][C:14]1[C:13](=[N:12][NH:11][C:5]2[CH:6]=[CH:7][C:8]([O:34][CH3:19])=[C:3]([O:2][CH3:1])[CH:4]=2)[C:16]([NH2:17])=[N:36][N:35]=1. (2) Given the reactants C([N:4]1[C:9]2=[CH:10][CH:11]=[C:12]3[C:17]([N:16]=[C:15]([CH:18]([CH3:20])[CH3:19])[N:14]([C:21]4[CH:26]=[CH:25][C:24]([Cl:27])=[CH:23][CH:22]=4)[C:13]3=[O:28])=[C:8]2[C:7](=[CH2:29])[CH2:6][CH2:5]1)(=O)C.[OH-].[K+].Cl, predict the reaction product. The product is: [Cl:27][C:24]1[CH:23]=[CH:22][C:21]([N:14]2[C:13](=[O:28])[C:12]3[C:17](=[C:8]4[C:7](=[CH2:29])[CH2:6][CH2:5][NH:4][C:9]4=[CH:10][CH:11]=3)[N:16]=[C:15]2[CH:18]([CH3:20])[CH3:19])=[CH:26][CH:25]=1.